Dataset: Peptide-MHC class II binding affinity with 134,281 pairs from IEDB. Task: Regression. Given a peptide amino acid sequence and an MHC pseudo amino acid sequence, predict their binding affinity value. This is MHC class II binding data. (1) The peptide sequence is LSVTEQSEFYFPRAP. The MHC is HLA-DPA10201-DPB10501 with pseudo-sequence HLA-DPA10201-DPB10501. The binding affinity (normalized) is 0. (2) The peptide sequence is RCALHWFPGSHLLAC. The MHC is HLA-DPA10103-DPB10401 with pseudo-sequence HLA-DPA10103-DPB10401. The binding affinity (normalized) is 0.191.